Dataset: Forward reaction prediction with 1.9M reactions from USPTO patents (1976-2016). Task: Predict the product of the given reaction. (1) The product is: [CH2:27]([O:28][C:29](=[O:34])[C:30]([NH:1][C:2]1[CH:7]=[CH:6][CH:5]=[C:4]([CH:8]2[C:17]([CH3:18])([CH3:19])[CH2:16][C:15]3[C:10](=[CH:11][CH:12]=[C:13]([C:20]([NH:22][S:23]([CH3:26])(=[O:25])=[O:24])=[O:21])[CH:14]=3)[NH:9]2)[CH:3]=1)([CH3:32])[CH3:31])[CH3:35]. Given the reactants [NH2:1][C:2]1[CH:3]=[C:4]([CH:8]2[C:17]([CH3:19])([CH3:18])[CH2:16][C:15]3[C:10](=[CH:11][CH:12]=[C:13]([C:20]([NH:22][S:23]([CH3:26])(=[O:25])=[O:24])=[O:21])[CH:14]=3)[NH:9]2)[CH:5]=[CH:6][CH:7]=1.[CH3:27][O:28][C:29](=[O:34])[C:30](Br)([CH3:32])[CH3:31].[C:35](=O)([O-])[O-].[K+].[K+], predict the reaction product. (2) Given the reactants [CH3:1][C:2]1[CH:3]=[C:4]([OH:25])[CH:5]=[CH:6][C:7]=1[CH:8]1[S:14][CH2:13][CH2:12][NH:11][C:10]2[N:15]([CH3:24])[N:16]=[C:17]([C:18]3[CH:23]=[CH:22][CH:21]=[CH:20][N:19]=3)[C:9]1=2.C(=O)([O-])[O-].[K+].[K+].Cl.[CH3:33][C:34]1[C:39]([CH2:40]Cl)=[CH:38][CH:37]=[CH:36][N:35]=1, predict the reaction product. The product is: [CH3:24][N:15]1[C:10]2[NH:11][CH2:12][CH2:13][S:14][CH:8]([C:7]3[CH:6]=[CH:5][C:4]([O:25][CH2:40][C:39]4[C:34]([CH3:33])=[N:35][CH:36]=[CH:37][CH:38]=4)=[CH:3][C:2]=3[CH3:1])[C:9]=2[C:17]([C:18]2[CH:23]=[CH:22][CH:21]=[CH:20][N:19]=2)=[N:16]1.